From a dataset of Full USPTO retrosynthesis dataset with 1.9M reactions from patents (1976-2016). Predict the reactants needed to synthesize the given product. (1) The reactants are: [H-].[Na+].Cl[C:4]1[C:9]([N+:10]([O-:12])=[O:11])=[C:8]([NH2:13])[CH:7]=[C:6]([Cl:14])[N:5]=1.[NH4+].[Cl-].[CH2:17]([OH:20])[CH2:18][OH:19]. Given the product [NH2:13][C:8]1[CH:7]=[C:6]([Cl:14])[N:5]=[C:4]([O:19][CH2:18][CH2:17][OH:20])[C:9]=1[N+:10]([O-:12])=[O:11], predict the reactants needed to synthesize it. (2) Given the product [OH:22][C@H:16]([C@H:17]([OH:21])[C:18](=[O:20])[NH:45][CH2:46][CH2:47][C:48]([O:50][CH2:51][C:52]1[CH:57]=[CH:56][CH:55]=[CH:54][CH:53]=1)=[O:49])[C:15](=[O:23])[NH:14][CH2:13][CH2:12][NH:11][C:9](=[O:10])[O:8][CH2:1][C:2]1[CH:3]=[CH:4][CH:5]=[CH:6][CH:7]=1, predict the reactants needed to synthesize it. The reactants are: [CH2:1]([O:8][C:9]([NH:11][CH2:12][CH2:13][NH:14][C:15](=[O:23])[C@H:16]([OH:22])[C@H:17]([OH:21])[C:18]([OH:20])=O)=[O:10])[C:2]1[CH:7]=[CH:6][CH:5]=[CH:4][CH:3]=1.C1C=CC2N(O)N=NC=2C=1.CCN=C=NCCCN(C)C.[NH2:45][CH2:46][CH2:47][C:48]([O:50][CH2:51][C:52]1[CH:57]=[CH:56][CH:55]=[CH:54][CH:53]=1)=[O:49].C([O-])([O-])=O.[Na+].[Na+]. (3) Given the product [C:29]([O:28][C:26](=[O:27])[CH2:25][N:24]([S:2](=[O:4])(=[O:3])[NH:5][C:6]([O:13][C:9]([CH3:12])([CH3:11])[CH3:10])=[O:7])[C:19]1[CH:20]=[CH:21][CH:22]=[CH:23][C:18]=1[CH2:17][C:16]([O:15][CH3:14])=[O:33])([CH3:30])([CH3:32])[CH3:31], predict the reactants needed to synthesize it. The reactants are: Cl[S:2]([N:5]=[C:6]=[O:7])(=[O:4])=[O:3].O.[C:9]([OH:13])([CH3:12])([CH3:11])[CH3:10].[CH3:14][O:15][C:16](=[O:33])[CH2:17][C:18]1[CH:23]=[CH:22][CH:21]=[CH:20][C:19]=1[NH:24][CH2:25][C:26]([O:28][C:29]([CH3:32])([CH3:31])[CH3:30])=[O:27]. (4) Given the product [CH:1](=[N:18][C:13]1[N:12]=[C:11]([O:10][CH3:9])[CH:16]=[C:15]([CH3:17])[N:14]=1)[C:2]1[CH:7]=[CH:6][CH:5]=[CH:4][CH:3]=1, predict the reactants needed to synthesize it. The reactants are: [CH:1](=O)[C:2]1[CH:7]=[CH:6][CH:5]=[CH:4][CH:3]=1.[CH3:9][O:10][C:11]1[CH:16]=[C:15]([CH3:17])[N:14]=[C:13]([NH2:18])[N:12]=1.S([O-])([O-])(=O)=O.[Mg+2]. (5) Given the product [OH:10][B:7]1[C:6]2[CH:11]=[C:2]([NH:1][C:24]([C:20]3[S:19][CH:23]=[CH:22][CH:21]=3)=[O:25])[CH:3]=[CH:4][C:5]=2[CH2:9][O:8]1, predict the reactants needed to synthesize it. The reactants are: [NH2:1][C:2]1[CH:3]=[CH:4][C:5]2[CH2:9][O:8][B:7]([OH:10])[C:6]=2[CH:11]=1.CCN(CC)CC.[S:19]1[CH:23]=[CH:22][CH:21]=[C:20]1[C:24](Cl)=[O:25]. (6) The reactants are: [CH3:1][Si:2]([CH3:30])([CH3:29])[C:3]1[CH:4]=[C:5]([CH:22]=[C:23]([Si:25]([CH3:28])([CH3:27])[CH3:26])[CH:24]=1)[C:6]([NH:8][C:9]1[CH:21]=[CH:20][C:12]([CH:13]=[CH:14][C:15]([O:17][CH2:18][CH3:19])=[O:16])=[CH:11][CH:10]=1)=[O:7].[H][H]. Given the product [CH3:28][Si:25]([CH3:26])([CH3:27])[C:23]1[CH:22]=[C:5]([CH:4]=[C:3]([Si:2]([CH3:1])([CH3:30])[CH3:29])[CH:24]=1)[C:6]([NH:8][C:9]1[CH:10]=[CH:11][C:12]([CH2:13][CH2:14][C:15]([O:17][CH2:18][CH3:19])=[O:16])=[CH:20][CH:21]=1)=[O:7], predict the reactants needed to synthesize it. (7) Given the product [C:1]([O:5][C:6]([N:8]1[C:13]([CH3:14])=[CH:12][CH2:11][CH2:10][CH:9]1[CH2:16][CH2:17][CH2:18][CH2:19][CH2:20][CH2:21][CH2:22][CH2:23][CH2:24][CH2:25][CH3:26])=[O:7])([CH3:4])([CH3:3])[CH3:2], predict the reactants needed to synthesize it. The reactants are: [C:1]([O:5][C:6]([N:8]1[C:13]([CH3:14])=[CH:12][C:11](Cl)=[CH:10][CH:9]1[CH2:16][CH2:17][CH2:18][CH2:19][CH2:20][CH2:21][CH2:22][CH2:23][CH2:24][CH2:25][CH3:26])=[O:7])([CH3:4])([CH3:3])[CH3:2].C(=O)([O-])[O-].[Li+].[Li+]. (8) Given the product [CH3:1][C:2]1[S:6][C:5]([C:7]2[CH:15]=[C:14]3[C:10]([C:11]([C:16]([O:18][C@H:21]4[CH:22]5[CH2:25][CH2:26][N:19]([CH2:24][CH2:23]5)[CH2:20]4)=[O:17])=[N:12][NH:13]3)=[CH:9][CH:8]=2)=[N:4][CH:3]=1, predict the reactants needed to synthesize it. The reactants are: [CH3:1][C:2]1[S:6][C:5]([C:7]2[CH:15]=[C:14]3[C:10]([C:11]([C:16]([OH:18])=[O:17])=[N:12][NH:13]3)=[CH:9][CH:8]=2)=[N:4][CH:3]=1.[N:19]12[CH2:26][CH2:25][CH:22]([CH2:23][CH2:24]1)[C@@H:21](O)[CH2:20]2.C1(P(C2C=CC=CC=2)C2C=CC=CC=2)C=CC=CC=1.N(C(OC(C)C)=O)=NC(OC(C)C)=O. (9) Given the product [CH3:25][C:23]1[N:22]=[C:21]([NH:26][CH3:27])[N:20]=[C:19]([NH:18][CH:14]2[CH2:15][CH2:16][CH2:17][CH:12]([C:10]([NH:9][CH2:8][C:5]3[CH:6]=[CH:7][C:2]([N:33]4[CH2:38][CH2:37][O:36][CH2:35][CH2:34]4)=[CH:3][C:4]=3[O:28][C:29]([F:32])([F:31])[F:30])=[O:11])[CH2:13]2)[N:24]=1, predict the reactants needed to synthesize it. The reactants are: Br[C:2]1[CH:7]=[CH:6][C:5]([CH2:8][NH:9][C:10]([CH:12]2[CH2:17][CH2:16][CH2:15][CH:14]([NH:18][C:19]3[N:24]=[C:23]([CH3:25])[N:22]=[C:21]([NH:26][CH3:27])[N:20]=3)[CH2:13]2)=[O:11])=[C:4]([O:28][C:29]([F:32])([F:31])[F:30])[CH:3]=1.[NH:33]1[CH2:38][CH2:37][O:36][CH2:35][CH2:34]1.C1C=CC(P(C2C(C3C(P(C4C=CC=CC=4)C4C=CC=CC=4)=CC=C4C=3C=CC=C4)=C3C(C=CC=C3)=CC=2)C2C=CC=CC=2)=CC=1.C(=O)([O-])[O-].[Cs+].[Cs+]. (10) The reactants are: [NH2:1][CH2:2][CH2:3][CH2:4][NH:5][C:6](=[O:10])[C:7]([CH3:9])=[CH2:8].C(C1C=CC=CC=1C(Cl)=O)(=O)C1C=CC=CC=1. Given the product [C:6]([NH2:5])(=[O:10])[CH:7]=[CH2:8].[NH2:1][CH2:2][CH2:3][CH2:4][NH:5][C:6](=[O:10])[C:7]([CH3:9])=[CH2:8], predict the reactants needed to synthesize it.